Dataset: Reaction yield outcomes from USPTO patents with 853,638 reactions. Task: Predict the reaction yield, written as a fraction of the theoretical maximum amount of product (1.0 means a 100% yield; for example, 0.34 means a 34% yield). (1) The reactants are CN(C)C=[C:4]([F:24])[C:5]([C:7]1[C:12]([NH:13][C:14](=O)[O:15][C:16](C)(C)C)=[CH:11][C:10]([F:21])=[C:9](OC)[N:8]=1)=O.P(Br)(Br)[Br:27]. The catalyst is FC(F)(F)C(O)=O.ClCCl.O.C(=O)([O-])[O-].[K+].[K+]. The product is [Br:27][C:11]1[C:10]([F:21])=[CH:9][N:8]=[C:7]2[C:12]=1[N:13]=[C:14]([O:15][CH3:16])[C:4]([F:24])=[CH:5]2. The yield is 0.570. (2) No catalyst specified. The reactants are [CH3:1][N:2]([CH3:34])[CH2:3][CH2:4][CH2:5][C:6]1[CH:7]=[C:8]([NH:13][C:14]2[N:15]=[CH:16][C:17]3[CH2:18][C:19](=[S:33])[NH:20][C:21]4[CH:28]=[C:27]([C:29]([F:32])([F:31])[F:30])[CH:26]=[CH:25][C:22]=4[C:23]=3[N:24]=2)[C:9]([CH3:12])=[N:10][CH:11]=1.C(O)C.[ClH:38]. The yield is 0.926. The product is [ClH:38].[ClH:38].[CH3:34][N:2]([CH3:1])[CH2:3][CH2:4][CH2:5][C:6]1[CH:7]=[C:8]([NH:13][C:14]2[N:15]=[CH:16][C:17]3[CH2:18][C:19](=[S:33])[NH:20][C:21]4[CH:28]=[C:27]([C:29]([F:32])([F:31])[F:30])[CH:26]=[CH:25][C:22]=4[C:23]=3[N:24]=2)[C:9]([CH3:12])=[N:10][CH:11]=1. (3) The reactants are [CH2:1]([O:8][C:9]1[CH:18]=[C:17]2[C:12]([C:13]([OH:19])=[CH:14][CH:15]=[N:16]2)=[CH:11][C:10]=1[O:20][CH3:21])[C:2]1[CH:7]=[CH:6][CH:5]=[CH:4][CH:3]=1.N1C(C)=CC=CC=1C.C(=O)=O.[F:33][C:34]([F:40])([F:39])[S:35](Cl)(=[O:37])=[O:36]. The catalyst is CN(C)C1C=CN=CC=1.O.C(Cl)Cl. The product is [CH2:1]([O:8][C:9]1[CH:18]=[C:17]2[C:12]([C:13]([O:19][S:35]([C:34]([F:40])([F:39])[F:33])(=[O:37])=[O:36])=[CH:14][CH:15]=[N:16]2)=[CH:11][C:10]=1[O:20][CH3:21])[C:2]1[CH:3]=[CH:4][CH:5]=[CH:6][CH:7]=1. The yield is 0.838. (4) The reactants are [NH:1]1[C:9]2[C:4](=[CH:5][C:6]([C:10]3[N:14]=[C:13]([C:15]4[CH:16]=[CH:17][C:18]([O:23][CH:24]([CH3:26])[CH3:25])=[C:19]([CH:22]=4)[C:20]#[N:21])[O:12][N:11]=3)=[CH:7][CH:8]=2)[CH:3]=[N:2]1.Br[CH2:28][C:29]([CH3:36])([CH3:35])[C:30]([O:32][CH2:33][CH3:34])=[O:31].C([O-])([O-])=O.[Cs+].[Cs+]. The catalyst is CN(C)C=O.CCOC(C)=O. The product is [C:20]([C:19]1[CH:22]=[C:15]([C:13]2[O:12][N:11]=[C:10]([C:6]3[CH:5]=[C:4]4[C:9](=[CH:8][CH:7]=3)[N:1]([CH2:28][C:29]([CH3:36])([CH3:35])[C:30]([O:32][CH2:33][CH3:34])=[O:31])[N:2]=[CH:3]4)[N:14]=2)[CH:16]=[CH:17][C:18]=1[O:23][CH:24]([CH3:26])[CH3:25])#[N:21]. The yield is 0.160. (5) The reactants are Br[C:2]1[CH:7]=[CH:6][C:5]([OH:8])=[CH:4][CH:3]=1.[CH3:9][NH:10][C:11]1[CH:16]=[CH:15][C:14]([N:17]2[CH2:22][CH2:21][O:20][CH2:19][CH2:18]2)=[CH:13][CH:12]=1. No catalyst specified. The product is [CH3:9][N:10]([C:11]1[CH:12]=[CH:13][C:14]([N:17]2[CH2:22][CH2:21][O:20][CH2:19][CH2:18]2)=[CH:15][CH:16]=1)[C:2]1[CH:7]=[CH:6][C:5]([OH:8])=[CH:4][CH:3]=1. The yield is 0.340. (6) The catalyst is CN(C)C=O. The yield is 0.560. The reactants are [CH2:1]([N:5]1[C:13]([N:14]2[CH2:19][CH2:18][NH:17][CH2:16][CH2:15]2)=[N:12][C:11]2[C:6]1=[N:7][C:8]([C:26]1[CH:27]=[N:28][C:29]([NH2:32])=[N:30][CH:31]=1)=[N:9][C:10]=2[N:20]1[CH2:25][CH2:24][O:23][CH2:22][CH2:21]1)[CH:2]([CH3:4])[CH3:3].Cl.C(N=C=NCCCN(C)C)C.ON1C2C=CC=CC=2N=N1.[OH:55][C@@H:56]([CH3:61])[CH2:57][C:58](O)=[O:59]. The product is [NH2:32][C:29]1[N:30]=[CH:31][C:26]([C:8]2[N:7]=[C:6]3[C:11]([N:12]=[C:13]([N:14]4[CH2:19][CH2:18][N:17]([C:58](=[O:59])[CH2:57][C@@H:56]([OH:55])[CH3:61])[CH2:16][CH2:15]4)[N:5]3[CH2:1][CH:2]([CH3:4])[CH3:3])=[C:10]([N:20]3[CH2:25][CH2:24][O:23][CH2:22][CH2:21]3)[N:9]=2)=[CH:27][N:28]=1. (7) The reactants are [CH3:1][C:2]1[CH:28]=[CH:27][CH:26]=[CH:25][C:3]=1[C:4]([NH:6][C:7]1[CH:12]=[CH:11][CH:10]=[C:9]([C:13]([C:15]2[CH:23]=[C:22]3[C:18]([CH2:19][C:20](=[O:24])[NH:21]3)=[CH:17][CH:16]=2)=[O:14])[CH:8]=1)=[O:5].[CH:29](OCC)=[O:30].[O-]CC.[Na+].Cl. The catalyst is C(O)C. The product is [OH:30][CH:29]=[C:19]1[C:18]2[C:22](=[CH:23][C:15]([C:13]([C:9]3[CH:8]=[C:7]([NH:6][C:4](=[O:5])[C:3]4[CH:25]=[CH:26][CH:27]=[CH:28][C:2]=4[CH3:1])[CH:12]=[CH:11][CH:10]=3)=[O:14])=[CH:16][CH:17]=2)[NH:21][C:20]1=[O:24]. The yield is 0.810.